From a dataset of Full USPTO retrosynthesis dataset with 1.9M reactions from patents (1976-2016). Predict the reactants needed to synthesize the given product. Given the product [CH3:1][C:2]1[CH:10]=[C:9]([O:11][C:12]([F:13])([F:14])[F:15])[CH:8]=[CH:7][C:3]=1[CH2:4][NH2:6], predict the reactants needed to synthesize it. The reactants are: [CH3:1][C:2]1[CH:10]=[C:9]([O:11][C:12]([F:15])([F:14])[F:13])[CH:8]=[CH:7][C:3]=1[C:4]([NH2:6])=O.Cl.[OH-].[Na+].